Dataset: Full USPTO retrosynthesis dataset with 1.9M reactions from patents (1976-2016). Task: Predict the reactants needed to synthesize the given product. (1) Given the product [Br:1][C:2]1[CH:7]=[C:6]([Cl:8])[CH:5]=[CH:4][C:3]=1[CH2:9][Br:12], predict the reactants needed to synthesize it. The reactants are: [Br:1][C:2]1[CH:7]=[C:6]([Cl:8])[CH:5]=[CH:4][C:3]=1[CH2:9]O.C(Br)(Br)(Br)[Br:12].C1(P(C2C=CC=CC=2)C2C=CC=CC=2)C=CC=CC=1.CCCCCC. (2) Given the product [CH2:12]([N:19]=[CH:4][C:3]1[CH:6]=[C:7]([O:10][CH3:11])[CH:8]=[CH:9][C:2]=1[OH:1])[C:13]1[CH:18]=[CH:17][CH:16]=[CH:15][CH:14]=1, predict the reactants needed to synthesize it. The reactants are: [OH:1][C:2]1[CH:9]=[CH:8][C:7]([O:10][CH3:11])=[CH:6][C:3]=1[CH:4]=O.[CH2:12]([NH2:19])[C:13]1[CH:18]=[CH:17][CH:16]=[CH:15][CH:14]=1.C1(C)C=CC(S(O)(=O)=O)=CC=1.C(N=CC1C=CC=CC=1O)C1C=CC=CC=1. (3) Given the product [CH3:2][O:3][C:4](=[O:10])[CH:5]([NH:6][CH:17]1[CH2:16][CH2:15][C:14]2[C:19](=[C:20]([F:22])[CH:21]=[C:12]([F:11])[CH:13]=2)[CH2:18]1)[CH2:7][CH2:8][CH3:9], predict the reactants needed to synthesize it. The reactants are: Cl.[CH3:2][O:3][C:4](=[O:10])[C@H:5]([CH2:7][CH2:8][CH3:9])[NH2:6].[F:11][C:12]1[CH:13]=[C:14]2[C:19](=[C:20]([F:22])[CH:21]=1)[CH2:18][C:17](=O)[CH2:16][CH2:15]2.C(O[BH-](OC(=O)C)OC(=O)C)(=O)C.[Na+].